This data is from Catalyst prediction with 721,799 reactions and 888 catalyst types from USPTO. The task is: Predict which catalyst facilitates the given reaction. (1) Reactant: [F:1][C:2]1[CH:3]=[CH:4][C:5]([N+:14]([O-])=O)=[C:6]([CH:13]=1)[O:7][C@@H:8]1[CH2:12][CH2:11][O:10][CH2:9]1. Product: [F:1][C:2]1[CH:3]=[CH:4][C:5]([NH2:14])=[C:6]([O:7][C@@H:8]2[CH2:12][CH2:11][O:10][CH2:9]2)[CH:13]=1. The catalyst class is: 94. (2) Reactant: [F:1][C:2]1[CH:7]=[C:6]([F:8])[CH:5]=[CH:4][C:3]=1[S:9](Cl)(=[O:11])=[O:10].[OH-].[NH4+:14].C(OCC)(=O)C. Product: [F:1][C:2]1[CH:7]=[C:6]([F:8])[CH:5]=[CH:4][C:3]=1[S:9]([NH2:14])(=[O:11])=[O:10]. The catalyst class is: 2. (3) Reactant: O=P(Cl)(Cl)[Cl:3].[C:6](=[N:15][NH:16][C:17](N)=O)([C:8]1[CH:9]=[CH:10][C:11](Br)=[N:12][CH:13]=1)[CH3:7].[C:20]([O-:23])([O-])=O.[Na+].[Na+]. Product: [Cl:3][C:11]1[N:12]=[CH:13][C:8]([C:6]2[C:7]([CH:20]=[O:23])=[CH:17][NH:16][N:15]=2)=[CH:9][CH:10]=1. The catalyst class is: 3. (4) Reactant: [Li+].[OH-].C([O:5][C:6]([C:8]1[C:9]([NH:23][C:24]2[CH:29]=[CH:28][C:27]([Br:30])=[CH:26][C:25]=2[F:31])=[CH:10][C:11](=[O:22])[N:12]2[C:16]=1[CH:15]1[O:17][C:18]([CH3:21])([CH3:20])[O:19][CH:14]1[CH2:13]2)=[O:7])C. Product: [Br:30][C:27]1[CH:28]=[CH:29][C:24]([NH:23][C:9]2[C:8]([C:6]([OH:7])=[O:5])=[C:16]3[N:12]([CH2:13][CH:14]4[O:19][C:18]([CH3:20])([CH3:21])[O:17][CH:15]43)[C:11](=[O:22])[CH:10]=2)=[C:25]([F:31])[CH:26]=1. The catalyst class is: 799. (5) Reactant: CO[C:3](=O)[C:4]([S:9]([C:12]1[CH:17]=[CH:16][C:15]([Cl:18])=[CH:14][CH:13]=1)(=[O:11])=[O:10])=[CH:5][O:6]CC.[Cl:20][C:21]1[CH:22]=[C:23]([CH:25]=[CH:26][CH:27]=1)[NH2:24]. Product: [Cl:20][C:21]1[CH:22]=[C:23]2[C:25]([C:5]([OH:6])=[C:4]([S:9]([C:12]3[CH:13]=[CH:14][C:15]([Cl:18])=[CH:16][CH:17]=3)(=[O:10])=[O:11])[CH:3]=[N:24]2)=[CH:26][CH:27]=1. The catalyst class is: 400. (6) Reactant: [Br:1][C:2]1[C:3]([Cl:12])=[N:4][C:5](C(F)(F)F)=[CH:6][CH:7]=1.C1C(=O)[N:17](Br)C(=O)C1.N. Product: [Br:1][C:2]1[CH:7]=[CH:6][C:5]([NH2:17])=[N:4][C:3]=1[Cl:12]. The catalyst class is: 3. (7) Reactant: [CH:1]1([NH:4][C:5]([C:7]2[CH:8]=[C:9]([F:31])[C:10]([CH3:30])=[C:11]([C:13]3[C:14]([C:27](O)=[O:28])=[CH:15][C:16]([C:19]([NH:21][CH2:22][C:23]([CH3:26])([CH3:25])[CH3:24])=[O:20])=[CH:17][CH:18]=3)[CH:12]=2)=[O:6])[CH2:3][CH2:2]1.CN(C(O[N:40]1N=N[C:42]2[CH:43]=[CH:44][CH:45]=[CH:46][C:41]1=2)=[N+](C)C)C.F[P-](F)(F)(F)(F)F.CCN(CC)CC.NC1C=CC=CC=1. Product: [CH:1]1([NH:4][C:5]([C:7]2[CH:12]=[C:11]([C:13]3[C:14]([C:27]([NH:40][C:41]4[CH:46]=[CH:45][CH:44]=[CH:43][CH:42]=4)=[O:28])=[CH:15][C:16]([C:19]([NH:21][CH2:22][C:23]([CH3:24])([CH3:26])[CH3:25])=[O:20])=[CH:17][CH:18]=3)[C:10]([CH3:30])=[C:9]([F:31])[CH:8]=2)=[O:6])[CH2:2][CH2:3]1. The catalyst class is: 2.